Dataset: Full USPTO retrosynthesis dataset with 1.9M reactions from patents (1976-2016). Task: Predict the reactants needed to synthesize the given product. (1) Given the product [CH3:24][N:15]([C@@H:12]1[CH2:13][CH2:14][N:10]([C:7]2[CH:6]=[CH:5][C:4]([N+:1]([O-:3])=[O:2])=[CH:9][CH:8]=2)[CH2:11]1)[C:16](=[O:22])[O:17][C:18]([CH3:19])([CH3:21])[CH3:20], predict the reactants needed to synthesize it. The reactants are: [N+:1]([C:4]1[CH:9]=[CH:8][C:7]([N:10]2[CH2:14][CH2:13][C@@H:12]([NH:15][C:16](=[O:22])[O:17][C:18]([CH3:21])([CH3:20])[CH3:19])[CH2:11]2)=[CH:6][CH:5]=1)([O-:3])=[O:2].I[CH3:24]. (2) Given the product [CH:20]1([N:17]2[CH2:16][CH2:15][N:14]([C:12]3[CH:13]=[C:8]4[CH:7]=[C:6]([C:4]([OH:5])=[O:3])[NH:25][C:9]4=[CH:10][N:11]=3)[CH2:19][CH2:18]2)[CH2:21][CH2:22][CH2:23][CH2:24]1, predict the reactants needed to synthesize it. The reactants are: C([O:3][C:4]([C:6]1[NH:25][C:9]2=[CH:10][N:11]=[C:12]([N:14]3[CH2:19][CH2:18][N:17]([CH:20]4[CH2:24][CH2:23][CH2:22][CH2:21]4)[CH2:16][CH2:15]3)[CH:13]=[C:8]2[CH:7]=1)=[O:5])C. (3) Given the product [Cl:26][C:7]1[C:8]([C:12]([NH:14][CH2:15][C:16]23[CH2:23][CH:22]4[CH2:24][CH:18]([CH2:19][CH:20]([CH2:21]4)[CH2:25]2)[CH2:17]3)=[O:13])=[C:9]2[C:4](=[CH:5][CH:6]=1)[N:3]=[C:2]([C:38]1[CH:39]=[CH:40][CH:41]=[CH:42][C:37]=1[C:36]([OH:52])=[O:35])[CH:11]=[CH:10]2, predict the reactants needed to synthesize it. The reactants are: Cl[C:2]1[CH:11]=[CH:10][C:9]2[C:8]([C:12]([NH:14][CH2:15][C:16]34[CH2:25][CH:20]5[CH2:21][CH:22]([CH2:24][CH:18]([CH2:19]5)[CH2:17]3)[CH2:23]4)=[O:13])=[C:7]([Cl:26])[CH:6]=[CH:5][C:4]=2[N:3]=1.C(=O)([O-])[O-].[Na+].[Na+].C([O:35][C:36](=[O:52])[C:37]1[CH:42]=[CH:41][CH:40]=[CH:39][C:38]=1B1OC(C)(C)C(C)(C)O1)C.[OH-].[Na+]. (4) Given the product [OH:20][CH2:19][C@@H:13]1[C@@:12]([CH3:21])([C@H:11]2[CH2:10][CH2:9][C@@:8]3([CH3:22])[C@@H:4]([CH2:5][CH2:6][C:7]3=[CH2:23])[C@@H:3]2[CH2:2][NH:1][CH2:30][C:29]2[CH:28]=[CH:27][C:26]([C:25]([F:24])([F:34])[F:35])=[CH:33][CH:32]=2)[CH2:17][CH2:16][C@H:15]([OH:18])[CH2:14]1, predict the reactants needed to synthesize it. The reactants are: [NH2:1][CH2:2][C@@H:3]1[C@@H:11]([C@@:12]2([CH3:21])[CH2:17][CH2:16][C@H:15]([OH:18])[CH2:14][C@@H:13]2[CH2:19][OH:20])[CH2:10][CH2:9][C@@:8]2([CH3:22])[C@H:4]1[CH2:5][CH2:6][C:7]2=[CH2:23].[F:24][C:25]([F:35])([F:34])[C:26]1[CH:33]=[CH:32][C:29]([CH:30]=O)=[CH:28][CH:27]=1.[BH4-].[Na+]. (5) Given the product [Br:7][C:8]1[CH:36]=[CH:35][C:34]([F:37])=[CH:33][C:9]=1[O:10][CH:11]1[CH2:16][CH2:15][N:14]([C:17]2[S:18][C:19]3[C:24](=[O:25])[NH:23][C:22]([CH2:26][CH:27]([OH:4])[C:28]([OH:30])=[O:29])=[N:21][C:20]=3[N:32]=2)[CH2:13][CH2:12]1, predict the reactants needed to synthesize it. The reactants are: [H-].[Na+].C[O:4]CBr.[Br:7][C:8]1[CH:36]=[CH:35][C:34]([F:37])=[CH:33][C:9]=1[O:10][CH:11]1[CH2:16][CH2:15][N:14]([C:17]2[S:18][C:19]3[C:24](=[O:25])[NH:23][C:22]([CH2:26][CH2:27][C:28]([O:30]C)=[O:29])=[N:21][C:20]=3[N:32]=2)[CH2:13][CH2:12]1. (6) Given the product [NH2:1][C:4]1[CH:5]=[CH:6][C:7]([NH:10][C:11]2[CH:16]=[CH:15][CH:14]=[C:13]([NH2:17])[N:12]=2)=[N:8][CH:9]=1, predict the reactants needed to synthesize it. The reactants are: [N+:1]([C:4]1[CH:5]=[CH:6][C:7]([NH:10][C:11]2[CH:16]=[CH:15][CH:14]=[C:13]([NH2:17])[N:12]=2)=[N:8][CH:9]=1)([O-])=O.C(=O)=O. (7) Given the product [F:1][C:2]1[C:7]([CH2:8][NH:18][CH3:17])=[CH:6][CH:5]=[CH:4][N:3]=1, predict the reactants needed to synthesize it. The reactants are: [F:1][C:2]1[C:7]([CH:8]=O)=[CH:6][CH:5]=[CH:4][N:3]=1.CN.C(O)(=O)C.[BH3-][C:17]#[N:18].[Na+].